This data is from Catalyst prediction with 721,799 reactions and 888 catalyst types from USPTO. The task is: Predict which catalyst facilitates the given reaction. Reactant: [Cl:1][C:2]1[CH:7]=[CH:6][C:5]([N:8]2[CH:13]=[CH:12][C:11](=[O:14])[C:10]([C:15](N(OC)C)=[O:16])=[N:9]2)=[CH:4][CH:3]=1.[CH3:21][Mg]I.Cl.O. Product: [C:15]([C:10]1[C:11](=[O:14])[CH:12]=[CH:13][N:8]([C:5]2[CH:4]=[CH:3][C:2]([Cl:1])=[CH:7][CH:6]=2)[N:9]=1)(=[O:16])[CH3:21]. The catalyst class is: 1.